This data is from Catalyst prediction with 721,799 reactions and 888 catalyst types from USPTO. The task is: Predict which catalyst facilitates the given reaction. (1) Reactant: [Cl:1][C:2]1[CH:11]=[CH:10][CH:9]=[C:8]([N:12]2[CH2:17][CH2:16][O:15][CH2:14][CH2:13]2)[C:3]=1[C:4]([O:6]C)=[O:5].[OH-].[K+].C1COCC1.Cl. Product: [Cl:1][C:2]1[CH:11]=[CH:10][CH:9]=[C:8]([N:12]2[CH2:13][CH2:14][O:15][CH2:16][CH2:17]2)[C:3]=1[C:4]([OH:6])=[O:5]. The catalyst class is: 6. (2) Reactant: [CH:1]([C:4]1[CH:5]=[CH:6][C:7]([NH2:10])=[N:8][CH:9]=1)([CH3:3])[CH3:2].[CH:11]([C:13]1[CH:18]=[CH:17][C:16]([S:19](Cl)(=[O:21])=[O:20])=[CH:15][CH:14]=1)=[CH2:12]. Product: [CH:1]([C:4]1[CH:5]=[CH:6][C:7]([NH:10][S:19]([C:16]2[CH:17]=[CH:18][C:13]([CH:11]=[CH2:12])=[CH:14][CH:15]=2)(=[O:21])=[O:20])=[N:8][CH:9]=1)([CH3:3])[CH3:2]. The catalyst class is: 17. (3) Reactant: [CH3:1][C:2]1[N:3]=[C:4]([CH:7]([NH:27][C:28](=[O:34])[O:29][C:30]([CH3:33])([CH3:32])[CH3:31])[CH2:8][C:9]2[CH:17]=[C:16]([CH3:18])[C:15]3[C:11](=[CH:12][N:13]([CH2:19][O:20][CH2:21][CH2:22][Si:23]([CH3:26])([CH3:25])[CH3:24])[N:14]=3)[CH:10]=2)[NH:5][CH:6]=1.[F:35][C:36]1[CH:37]=[C:38]([CH:41]=[CH:42][CH:43]=1)[CH2:39]Br.C(=O)([O-])[O-].[K+].[K+]. Product: [F:35][C:36]1[CH:37]=[C:38]([CH:41]=[CH:42][CH:43]=1)[CH2:39][N:5]1[CH:6]=[C:2]([CH3:1])[N:3]=[C:4]1[CH:7]([NH:27][C:28](=[O:34])[O:29][C:30]([CH3:31])([CH3:33])[CH3:32])[CH2:8][C:9]1[CH:17]=[C:16]([CH3:18])[C:15]2[C:11](=[CH:12][N:13]([CH2:19][O:20][CH2:21][CH2:22][Si:23]([CH3:24])([CH3:25])[CH3:26])[N:14]=2)[CH:10]=1. The catalyst class is: 9. (4) Reactant: [CH3:1][C:2]1([CH3:9])[NH:7][CH2:6][CH2:5][NH:4][C:3]1=[O:8].[CH3:10][O:11][C:12]1[CH:19]=[CH:18][C:15]([CH2:16]Br)=[CH:14][CH:13]=1.C(N(CC)CC)C. Product: [CH3:10][O:11][C:12]1[CH:19]=[CH:18][C:15]([CH2:16][N:7]2[CH2:6][CH2:5][NH:4][C:3](=[O:8])[C:2]2([CH3:9])[CH3:1])=[CH:14][CH:13]=1. The catalyst class is: 2. (5) Reactant: C(OC([NH:8][C:9]([CH3:15])([CH2:13][OH:14])[C:10](O)=O)=O)(C)(C)C.CN1CCOCC1.C(OC(Cl)=O)C(C)C.[CH2:31]([C:36]1[CH:37]=[C:38]([NH2:43])[C:39]([NH2:42])=[CH:40][CH:41]=1)[C:32]([CH3:35])([CH3:34])[CH3:33].C(O)(=O)C.FC(F)(F)C(O)=O. Product: [NH2:8][C:9]([C:10]1[NH:43][C:38]2[CH:37]=[C:36]([CH2:31][C:32]([CH3:35])([CH3:34])[CH3:33])[CH:41]=[CH:40][C:39]=2[N:42]=1)([CH3:15])[CH2:13][OH:14]. The catalyst class is: 10.